Dataset: Forward reaction prediction with 1.9M reactions from USPTO patents (1976-2016). Task: Predict the product of the given reaction. (1) Given the reactants Cl[C:2]1[N:7]=[C:6]2[CH:8]=[C:9]([C:22]([O:24][CH2:25][C:26]3[CH:31]=[CH:30][CH:29]=[C:28]([C:32]([F:35])([F:34])[F:33])[CH:27]=3)=[O:23])[N:10]([CH2:11][C:12]3[CH:17]=[CH:16][CH:15]=[C:14]([C:18]([F:21])([F:20])[F:19])[CH:13]=3)[C:5]2=[CH:4][CH:3]=1.[NH:36]([C:45]([O:47][C:48]([CH3:51])([CH3:50])[CH3:49])=[O:46])[NH:37][C:38]([O:40][C:41]([CH3:44])([CH3:43])[CH3:42])=[O:39].C([O-])([O-])=O.[Cs+].[Cs+].O, predict the reaction product. The product is: [F:19][C:18]([F:21])([F:20])[C:14]1[CH:13]=[C:12]([CH:17]=[CH:16][CH:15]=1)[CH2:11][N:10]1[C:5]2[C:6](=[N:7][C:2]([N:36]([C:45]([O:47][C:48]([CH3:51])([CH3:50])[CH3:49])=[O:46])[NH:37][C:38]([O:40][C:41]([CH3:42])([CH3:43])[CH3:44])=[O:39])=[CH:3][CH:4]=2)[CH:8]=[C:9]1[C:22]([O:24][CH2:25][C:26]1[CH:31]=[CH:30][CH:29]=[C:28]([C:32]([F:35])([F:34])[F:33])[CH:27]=1)=[O:23]. (2) Given the reactants [CH3:1][CH2:2][O:3][C:4]1[CH:5]=[CH:6][CH:7]=[CH:8][C:9]=1[O:10][CH2:11][CH2:12][NH:13][C@@H:14]([CH2:16][C:17]1[CH:18]=[CH:19][C:20]([O:27][CH3:28])=[C:21]([S:23]([NH2:26])(=[O:25])=[O:24])[CH:22]=1)[CH3:15].[ClH:29], predict the reaction product. The product is: [CH3:1][CH2:2][O:3][C:4]1[CH:5]=[CH:6][CH:7]=[CH:8][C:9]=1[O:10][CH2:11][CH2:12][NH:13][C@@H:14]([CH2:16][C:17]1[CH:18]=[CH:19][C:20]([O:27][CH3:28])=[C:21]([S:23]([NH2:26])(=[O:25])=[O:24])[CH:22]=1)[CH3:15].[ClH:29].